This data is from Full USPTO retrosynthesis dataset with 1.9M reactions from patents (1976-2016). The task is: Predict the reactants needed to synthesize the given product. (1) Given the product [C:1]([O:6][CH2:7][CH2:8][CH2:9][CH2:10][OH:11])(=[O:5])[CH2:2][CH2:3][CH3:4], predict the reactants needed to synthesize it. The reactants are: [C:1]([O:6][CH2:7][CH2:8][CH2:9][CH2:10][O:11][N+]([O-])=O)(=[O:5])[CH2:2][CH2:3][CH3:4]. (2) Given the product [O:1]1[C:9]2[CH:8]=[CH:7][N:6]=[C:5]([CH2:10][CH2:11][CH2:12][NH:13][C:21](=[O:23])[CH3:22])[C:4]=2[CH2:3][CH2:2]1, predict the reactants needed to synthesize it. The reactants are: [O:1]1[C:9]2[CH:8]=[CH:7][N:6]=[C:5]([CH2:10][CH2:11][C:12]#[N:13])[C:4]=2[CH2:3][CH2:2]1.C(N(CC)CC)C.[C:21](Cl)(=[O:23])[CH3:22]. (3) The reactants are: Cl[C:2]1[S:3][C:4]([N:8]([CH3:15])[C:9](=[O:14])[CH2:10][CH2:11][S:12][CH3:13])=[C:5]([Cl:7])[N:6]=1.[F:16][C:17]1[N:22]=[CH:21][C:20](B(O)O)=[CH:19][CH:18]=1.C([O-])([O-])=O.[K+].[K+]. Given the product [Cl:7][C:5]1[N:6]=[C:2]([C:20]2[CH:21]=[N:22][C:17]([F:16])=[CH:18][CH:19]=2)[S:3][C:4]=1[N:8]([CH3:15])[C:9](=[O:14])[CH2:10][CH2:11][S:12][CH3:13], predict the reactants needed to synthesize it. (4) Given the product [C:1]([O:5][C:6]([N:8]1[CH2:13][CH2:12][C@@H:11]([C:14]2[CH:19]=[CH:18][C:17]([F:20])=[C:16]([F:21])[CH:15]=2)[C@H:10](/[CH:22]=[N:25]/[OH:26])[CH2:9]1)=[O:7])([CH3:4])([CH3:3])[CH3:2], predict the reactants needed to synthesize it. The reactants are: [C:1]([O:5][C:6]([N:8]1[CH2:13][CH2:12][C@@H:11]([C:14]2[CH:19]=[CH:18][C:17]([F:20])=[C:16]([F:21])[CH:15]=2)[C@H:10]([CH:22]=O)[CH2:9]1)=[O:7])([CH3:4])([CH3:3])[CH3:2].Cl.[NH2:25][OH:26].C([O-])([O-])=O.[Na+].[Na+]. (5) Given the product [N:1]1([C:28]([C:12]23[CH2:21][C:16]4([C:22]([N:1]5[CH2:5][CH2:4][CH2:3][CH2:2]5)=[O:23])[CH2:17][CH:18]([CH2:20][C:14]([C:25]([N:6]5[CH2:8][CH2:9][CH2:10][CH2:11]5)=[O:26])([CH2:15]4)[CH2:13]2)[CH2:19]3)=[O:29])[CH2:5][CH2:4][CH2:3][CH2:2]1, predict the reactants needed to synthesize it. The reactants are: [NH:1]1[CH2:5][CH2:4][CH2:3][CH2:2]1.[N:6]1[CH:11]=[CH:10][CH:9]=[CH:8]C=1.[C:12]12([C:28](Cl)=[O:29])[CH2:21][C:16]3([C:22](Cl)=[O:23])[CH2:17][CH:18]([CH2:20][C:14]([C:25](Cl)=[O:26])([CH2:15]3)[CH2:13]1)[CH2:19]2. (6) Given the product [F:57][C:49]1[C:50]([F:56])=[C:51]([CH:52]=[O:53])[CH:54]=[CH:55][C:48]=1[C:3]1[CH:4]=[CH:5][C:6]([F:8])=[CH:7][C:2]=1[F:1], predict the reactants needed to synthesize it. The reactants are: [F:1][C:2]1[CH:7]=[C:6]([F:8])[CH:5]=[CH:4][C:3]=1B(O)O.C(=O)([O-])[O-].[Na+].[Na+].C1(P(C2CCCCC2)C2C=CC=CC=2C2C(OC)=CC=CC=2OC)CCCCC1.Br[C:48]1[CH:55]=[CH:54][C:51]([CH:52]=[O:53])=[C:50]([F:56])[C:49]=1[F:57]. (7) Given the product [CH3:1][CH:2]([CH3:18])[CH2:3][N:4]1[C:16]2[C:15]3[CH2:14][CH2:13][NH:12][CH2:11][C:10]=3[N:9]=[C:8]([NH2:17])[C:7]=2[N:6]=[CH:5]1, predict the reactants needed to synthesize it. The reactants are: [CH3:1][CH:2]([CH3:18])[CH2:3][N:4]1[C:16]2[C:15]3[CH:14]=[CH:13][N:12]=[CH:11][C:10]=3[N:9]=[C:8]([NH2:17])[C:7]=2[N:6]=[CH:5]1.[H][H]. (8) Given the product [NH2:30][C:23]1[C:24]2[C:29](=[CH:28][CH:27]=[CH:26][CH:25]=2)[C:20]([O:19][C:2]([CH3:18])([CH3:1])[CH2:3][C:4]2[CH:9]=[CH:8][N:7]=[C:6]([NH:10][C:11](=[O:17])[O:12][C:13]([CH3:15])([CH3:14])[CH3:16])[CH:5]=2)=[CH:21][CH:22]=1, predict the reactants needed to synthesize it. The reactants are: [CH3:1][C:2]([O:19][C:20]1[C:29]2[C:24](=[CH:25][CH:26]=[CH:27][CH:28]=2)[C:23]([N+:30]([O-])=O)=[CH:22][CH:21]=1)([CH3:18])[CH2:3][C:4]1[CH:9]=[CH:8][N:7]=[C:6]([NH:10][C:11](=[O:17])[O:12][C:13]([CH3:16])([CH3:15])[CH3:14])[CH:5]=1.[H][H]. (9) Given the product [C:1]([C:3]1[CH:4]=[C:5]([C:16]2[CH:21]=[CH:20][N:19]=[C:18]3[NH:22][C:23]([C:25]4[CH:26]=[CH:27][C:28]([NH:31][C:32](=[O:34])[CH3:33])=[N:29][CH:30]=4)=[CH:24][C:17]=23)[CH:6]=[CH:7][C:8]=1[O:9][CH:10]1[CH2:11][CH2:12][O:13][CH2:14][CH2:15]1)#[N:2], predict the reactants needed to synthesize it. The reactants are: [C:1]([C:3]1[CH:4]=[C:5]([C:16]2[CH:21]=[CH:20][N:19]=[C:18]3[N:22](S(C4C=CC=CC=4)(=O)=O)[C:23]([C:25]4[CH:26]=[CH:27][C:28]([NH:31][C:32](=[O:34])[CH3:33])=[N:29][CH:30]=4)=[CH:24][C:17]=23)[CH:6]=[CH:7][C:8]=1[O:9][CH:10]1[CH2:15][CH2:14][O:13][CH2:12][CH2:11]1)#[N:2].C(=O)([O-])[O-].[Cs+].[Cs+].FC(F)(F)CO.